This data is from Reaction yield outcomes from USPTO patents with 853,638 reactions. The task is: Predict the reaction yield, written as a fraction of the theoretical maximum amount of product (1.0 means a 100% yield; for example, 0.34 means a 34% yield). (1) The reactants are [Br:1]Br.[C:3]12[C:9](=[CH:10][CH:11]=[CH:12][CH:13]=1)[NH:8][C:7](=[O:14])[O:6][C:4]2=[O:5]. The catalyst is O. The product is [Br:1][C:12]1[CH:11]=[CH:10][C:9]2[NH:8][C:7](=[O:14])[O:6][C:4](=[O:5])[C:3]=2[CH:13]=1. The yield is 0.850. (2) The reactants are [Cl:1][C:2]1[CH:26]=[CH:25][C:5]([CH2:6][C:7]2[C:8]([C@H:13]3[CH2:17][CH2:16][CH2:15][N:14]3[C:18](OC(C)(C)C)=[O:19])=[N:9][N:10]([CH3:12])[CH:11]=2)=[CH:4][CH:3]=1.CCN(C(C)C)C(C)C.[N:36]([C:39]1[CH:44]=[CH:43][C:42]([C:45]([F:48])([F:47])[F:46])=[CH:41][CH:40]=1)=C=O. The catalyst is Cl.O1CCOCC1. The product is [Cl:1][C:2]1[CH:26]=[CH:25][C:5]([CH2:6][C:7]2[C:8]([C@H:13]3[CH2:17][CH2:16][CH2:15][N:14]3[C:18]([NH:36][C:39]3[CH:44]=[CH:43][C:42]([C:45]([F:46])([F:47])[F:48])=[CH:41][CH:40]=3)=[O:19])=[N:9][N:10]([CH3:12])[CH:11]=2)=[CH:4][CH:3]=1. The yield is 0.260.